Dataset: Peptide-MHC class I binding affinity with 185,985 pairs from IEDB/IMGT. Task: Regression. Given a peptide amino acid sequence and an MHC pseudo amino acid sequence, predict their binding affinity value. This is MHC class I binding data. (1) The peptide sequence is GYTMHANYI. The MHC is HLA-A23:01 with pseudo-sequence HLA-A23:01. The binding affinity (normalized) is 0.182. (2) The peptide sequence is MEFNSLLAI. The MHC is HLA-A02:12 with pseudo-sequence HLA-A02:12. The binding affinity (normalized) is 0.0847.